This data is from Experimentally validated miRNA-target interactions with 360,000+ pairs, plus equal number of negative samples. The task is: Binary Classification. Given a miRNA mature sequence and a target amino acid sequence, predict their likelihood of interaction. (1) The miRNA is hsa-miR-6506-5p with sequence ACUGGGAUGUCACUGAAUAUGGU. The protein sequence of the target gene is MVKKLVMAQKRGETRALCLGVTMVVCAVITYYILVTTVLPLYQKSVWTQESKCHLIETNIRDQEELKGKKVPQYPCLWVNVSAAGRWAVLYHTEDTRDQNQQCSYIPGSVDNYQTARADVEKVRAKFQEQQVFYCFSAPRGNETSVLFQRLYGPQALLFSLFWPTFLLTGGLLIIAMVKSNQYLSILAAQK. Result: 1 (interaction). (2) The miRNA is hsa-miR-944 with sequence AAAUUAUUGUACAUCGGAUGAG. The protein sequence of the target gene is MVDDKEKNMKCLTFFLMLPETVKNRSKKSSKKANTSSSSSNSSKLPPVCYEIITLKTKKKKMAADIFPRKKPANSSSTSVQQYHQQNLSNNNLIPAPNWQGLYPTIRERNAMMFNNDLMADVHFVVGPPGGTQRLPGHKYVLAVGSSVFHAMFYGELAEDKDEIRIPDVEPAAFLAMLKYIYCDEIDLAADTVLATLYAAKKYIVPHLARACVNFLETSLSAKNACVLLSQSCLFEEPDLTQRCWEVIDAQAELALKSEGFCDIDFQTLESILRRETLNAKEIVVFEAALNWAEVECQRQ.... Result: 1 (interaction). (3) The miRNA is hsa-miR-5006-3p with sequence UUUCCCUUUCCAUCCUGGCAG. The protein sequence of the target gene is MEMQDLTSPHSRLSGSSESPSGPKLGNSHINSNSMTPNGTEVKTEPMSSSETASTTADGSLNNFSGSAIGSSSFSPRPTHQFSPPQIYPSNRPYPHILPTPSSQTMAAYGQTQFTTGMQQATAYATYPQPGQPYGISSYGALWAGIKTEGGLSQSQSPGQTGFLSYGTSFSTPQPGQAPYSYQMQGSSFTTSSGIYTGNNSLTNSSGFNSSQQDYPSYPSFGQGQYAQYYNSSPYPAHYMTSSNTSPTTPSTNATYQLQEPPSGITSQAVTDPTAEYSTIHSPSTPIKDSDSDRLRRGSD.... Result: 0 (no interaction).